The task is: Predict the reaction yield, written as a fraction of the theoretical maximum amount of product (1.0 means a 100% yield; for example, 0.34 means a 34% yield).. This data is from Reaction yield outcomes from USPTO patents with 853,638 reactions. (1) The reactants are [CH3:1][O:2][C:3]([C:5]1[S:6][C:7]([C:11]2[CH2:16][CH2:15][CH2:14][CH2:13][CH:12]=2)=[CH:8][C:9]=1[NH2:10])=[O:4].[O:17]=[C:18]1[N:26]2[CH:21]([CH2:22][C:23](=O)[CH2:24][CH2:25]2)[CH2:20][CH2:19]1.C([Sn](Cl)(Cl)CCCC)CCC.C1([SiH3])C=CC=CC=1. The catalyst is C1COCC1. The product is [CH3:1][O:2][C:3]([C:5]1[S:6][C:7]([C:11]2[CH2:16][CH2:15][CH2:14][CH2:13][CH:12]=2)=[CH:8][C:9]=1[NH:10][CH:23]1[CH2:22][CH:21]2[N:26]([C:18](=[O:17])[CH2:19][CH2:20]2)[CH2:25][CH2:24]1)=[O:4]. The yield is 0.900. (2) The reactants are F[C:2]1[CH:7]=[CH:6][CH:5]=[CH:4][N:3]=1.[CH3:8][C:9]1[CH:14]=[C:13]([N+:15]([O-:17])=[O:16])[CH:12]=[CH:11][C:10]=1[OH:18].C(=O)([O-])[O-].[K+].[K+]. The catalyst is CC(N(C)C)=O. The product is [CH3:8][C:9]1[CH:14]=[C:13]([N+:15]([O-:17])=[O:16])[CH:12]=[CH:11][C:10]=1[O:18][C:2]1[CH:7]=[CH:6][CH:5]=[CH:4][N:3]=1. The yield is 0.400. (3) The reactants are [Br:1][C:2]1[CH:3]=[CH:4][CH:5]=[C:6]2[C:11]=1[N:10]=[CH:9][N:8]=[C:7]2O.P(Cl)(Cl)([Cl:15])=O. No catalyst specified. The product is [Br:1][C:2]1[CH:3]=[CH:4][CH:5]=[C:6]2[C:11]=1[N:10]=[CH:9][N:8]=[C:7]2[Cl:15]. The yield is 1.00. (4) The reactants are Cl[C:2]1[CH:3]=[C:4]([CH:7]=[C:8]([N+:11]([O-:13])=[O:12])[C:9]=1[OH:10])[CH:5]=[O:6].[F:14]C1C=C(C=CC=1O)C=O. No catalyst specified. The product is [F:14][C:2]1[CH:3]=[C:4]([CH:7]=[C:8]([N+:11]([O-:13])=[O:12])[C:9]=1[OH:10])[CH:5]=[O:6]. The yield is 0.530. (5) The reactants are [ClH:1].O1CCOCC1.[F:8][C:9]([F:40])([F:39])[C:10]1[CH:11]=[CH:12][C:13]([O:16][C:17]2[CH:18]=[C:19]([CH:23]3[CH2:26][C:25]4([CH2:31][CH2:30][N:29](C(OC(C)(C)C)=O)[CH2:28][CH2:27]4)[CH2:24]3)[CH:20]=[CH:21][CH:22]=2)=[N:14][CH:15]=1. The catalyst is C(Cl)Cl. The product is [ClH:1].[F:40][C:9]([F:8])([F:39])[C:10]1[CH:11]=[CH:12][C:13]([O:16][C:17]2[CH:18]=[C:19]([CH:23]3[CH2:26][C:25]4([CH2:27][CH2:28][NH:29][CH2:30][CH2:31]4)[CH2:24]3)[CH:20]=[CH:21][CH:22]=2)=[N:14][CH:15]=1. The yield is 0.920. (6) The reactants are C[Si]([C:5]#[C:6][C:7]1[N:12]=[C:11]2[N:13](C(=O)C3C=CC=CC=3)[CH:14]=[CH:15][C:10]2=[CH:9][CH:8]=1)(C)C.[OH-].[Na+]. The catalyst is CO. The product is [C:6]([C:7]1[N:12]=[C:11]2[NH:13][CH:14]=[CH:15][C:10]2=[CH:9][CH:8]=1)#[CH:5]. The yield is 0.900. (7) The reactants are Cl[S:2]([OH:5])(=O)=[O:3].[NH2:6][C:7]1[CH:8]=[CH:9][CH:10]=[C:11]2[C:16]=1[N:15]=[CH:14][CH:13]=[CH:12]2.P(Cl)(Cl)(Cl)(Cl)Cl.[NH2:23][C:24]1[CH:29]=[CH:28][CH:27]=[CH:26][CH:25]=1.CCN(C(C)C)C(C)C. The catalyst is C(Cl)Cl. The product is [C:24]1([NH:23][S:2]([NH:6][C:7]2[CH:8]=[CH:9][CH:10]=[C:11]3[C:16]=2[N:15]=[CH:14][CH:13]=[CH:12]3)(=[O:5])=[O:3])[CH:29]=[CH:28][CH:27]=[CH:26][CH:25]=1. The yield is 0.110. (8) The reactants are [CH3:1][O:2][C:3]1[CH:4]=[C:5]([C:11]2[O:12][C:13]3[C:18]([C:19](=[O:21])[CH:20]=2)=[C:17]([O:22]C)[C:16](I)=[C:15]([O:25][CH3:26])[CH:14]=3)[CH:6]=[CH:7][C:8]=1[O:9][CH3:10].[CH2:27]([O:39][CH2:40][C:41]1[CH:46]=[CH:45][CH:44]=[CH:43][CH:42]=1)[CH2:28][CH2:29][CH2:30][CH2:31][CH2:32][CH2:33][CH2:34][CH2:35][CH2:36][C:37]#[CH:38]. The catalyst is N1CCCCC1.[Cu]I. The product is [CH2:40]([O:39][CH2:27][CH2:28][CH2:29][CH2:30][CH2:31][CH2:32][CH2:33][CH2:34][CH2:35][CH2:36][C:37]1[O:22][C:17]2=[C:18]3[C:13](=[CH:14][C:15]([O:25][CH3:26])=[C:16]2[CH:38]=1)[O:12][C:11]([C:5]1[CH:6]=[CH:7][C:8]([O:9][CH3:10])=[C:3]([O:2][CH3:1])[CH:4]=1)=[CH:20][C:19]3=[O:21])[C:41]1[CH:42]=[CH:43][CH:44]=[CH:45][CH:46]=1. The yield is 0.440. (9) The reactants are Br[C:2]1[CH:3]=[N:4][CH:5]=[CH:6][CH:7]=1.[CH3:8][C@@H:9]([OH:13])[CH2:10][CH:11]=[CH2:12].C(N(CC)CC)C.C(#N)C. The catalyst is O.C([O-])(=O)C.[Pd+2].C([O-])(=O)C.C1(C)C=CC=CC=1P(C1C=CC=CC=1C)C1C=CC=CC=1C. The product is [N:4]1[CH:5]=[CH:6][CH:7]=[C:2](/[CH:12]=[CH:11]/[CH2:10][C@H:9]([OH:13])[CH3:8])[CH:3]=1. The yield is 0.652. (10) The reactants are Cl.[CH2:2]([N:9]1[CH2:14][CH2:13][CH2:12][C:11](=[O:15])[CH2:10]1)[C:3]1[CH:8]=[CH:7][CH:6]=[CH:5][CH:4]=1.C(=O)([O-])[O-].[K+].[K+].O([Si](C)(C)C)S(C(F)(F)F)(=O)=O.[F:34][C:35]1[CH:49]=[CH:48][C:38]([CH:39](O)[C:40]2[CH:45]=[CH:44][C:43]([F:46])=[CH:42][CH:41]=2)=[CH:37][CH:36]=1.C([O-])(=O)C.[Na+].C(=O)([O-])O.[Na+]. The catalyst is [Cl-].[Na+].O.O.ClCCl. The product is [CH2:2]([N:9]1[CH2:14][CH2:13][CH:12]([CH:39]([C:38]2[CH:48]=[CH:49][C:35]([F:34])=[CH:36][CH:37]=2)[C:40]2[CH:41]=[CH:42][C:43]([F:46])=[CH:44][CH:45]=2)[C:11](=[O:15])[CH2:10]1)[C:3]1[CH:4]=[CH:5][CH:6]=[CH:7][CH:8]=1. The yield is 0.517.